From a dataset of Forward reaction prediction with 1.9M reactions from USPTO patents (1976-2016). Predict the product of the given reaction. (1) Given the reactants Cl.[Cl:2][C:3]12[CH2:12][CH:7]3[CH2:8][CH:9]([CH2:11][C:5]([CH2:13][NH2:14])([CH2:6]3)[CH2:4]1)[CH2:10]2.[Cl:15][C:16]1[CH:24]=[CH:23][CH:22]=[CH:21][C:17]=1[C:18](Cl)=[O:19], predict the reaction product. The product is: [Cl:15][C:16]1[CH:24]=[CH:23][CH:22]=[CH:21][C:17]=1[C:18]([NH:14][CH2:13][C:5]12[CH2:11][CH:9]3[CH2:8][CH:7]([CH2:12][C:3]([Cl:2])([CH2:10]3)[CH2:4]1)[CH2:6]2)=[O:19]. (2) Given the reactants [C:1]1(=[O:11])[C:9]2[C:4](=[CH:5][CH:6]=[CH:7][CH:8]=2)[C:3](=[O:10])O1.[CH2:12]([O:14][CH:15]([O:20][CH2:21][CH3:22])[CH2:16][CH2:17][CH2:18][NH2:19])[CH3:13], predict the reaction product. The product is: [CH2:21]([O:20][CH:15]([O:14][CH2:12][CH3:13])[CH2:16][CH2:17][CH2:18][N:19]1[C:3](=[O:10])[C:4]2[C:9](=[CH:8][CH:7]=[CH:6][CH:5]=2)[C:1]1=[O:11])[CH3:22]. (3) Given the reactants C(OC(=O)[NH:7][CH2:8][C:9]1[CH:14]=[CH:13][C:12]([NH:15][CH:16]=[C:17]2[C:25]3[C:20](=[CH:21][C:22]([C:26](=[O:43])[C:27]4[CH:32]=[CH:31][CH:30]=[C:29]([NH:33][C:34]([C:36]5[N:37]([CH3:42])[N:38]=[C:39]([CH3:41])[CH:40]=5)=[O:35])[CH:28]=4)=[CH:23][CH:24]=3)[NH:19][C:18]2=[O:44])=[CH:11][CH:10]=1)(C)(C)C.C(O)(C(F)(F)F)=O, predict the reaction product. The product is: [NH2:7][CH2:8][C:9]1[CH:10]=[CH:11][C:12]([NH:15][CH:16]=[C:17]2[C:25]3[C:20](=[CH:21][C:22]([C:26]([C:27]4[CH:28]=[C:29]([NH:33][C:34]([C:36]5[N:37]([CH3:42])[N:38]=[C:39]([CH3:41])[CH:40]=5)=[O:35])[CH:30]=[CH:31][CH:32]=4)=[O:43])=[CH:23][CH:24]=3)[NH:19][C:18]2=[O:44])=[CH:13][CH:14]=1.